From a dataset of Forward reaction prediction with 1.9M reactions from USPTO patents (1976-2016). Predict the product of the given reaction. The product is: [NH2:21][C@@H:10]([CH2:11][S:12]([N:15]1[CH2:16][CH2:17][O:18][CH2:19][CH2:20]1)(=[O:13])=[O:14])[C:9]([OH:32])=[O:8]. Given the reactants C([O:8][C:9](=[O:32])[C@@H:10]([NH:21]C(OCC1C=CC=CC=1)=O)[CH2:11][S:12]([N:15]1[CH2:20][CH2:19][O:18][CH2:17][CH2:16]1)(=[O:14])=[O:13])C1C=CC=CC=1.N#N, predict the reaction product.